This data is from Full USPTO retrosynthesis dataset with 1.9M reactions from patents (1976-2016). The task is: Predict the reactants needed to synthesize the given product. (1) The reactants are: [CH3:1][O:2][C:3](=[O:38])[C:4]1[CH:9]=[C:8]([O:10][C:11]2[CH:16]=[CH:15][C:14]([N+:17]([O-])=O)=[C:13]([CH2:20][C:21]3[CH:26]=[CH:25][CH:24]=[CH:23][CH:22]=3)[CH:12]=2)[CH:7]=[CH:6][C:5]=1[NH:27][S:28]([C:31]1[CH:36]=[CH:35][C:34]([CH3:37])=[CH:33][CH:32]=1)(=[O:30])=[O:29].[H][H]. Given the product [CH3:1][O:2][C:3](=[O:38])[C:4]1[CH:9]=[C:8]([O:10][C:11]2[CH:16]=[CH:15][C:14]([NH2:17])=[C:13]([CH2:20][C:21]3[CH:26]=[CH:25][CH:24]=[CH:23][CH:22]=3)[CH:12]=2)[CH:7]=[CH:6][C:5]=1[NH:27][S:28]([C:31]1[CH:36]=[CH:35][C:34]([CH3:37])=[CH:33][CH:32]=1)(=[O:30])=[O:29], predict the reactants needed to synthesize it. (2) Given the product [CH:3]1([C:4]2[N:6]=[C:17]([NH2:18])[CH:16]=[CH:19][N:5]=2)[CH2:2][CH2:1]1, predict the reactants needed to synthesize it. The reactants are: [CH2:1]1[CH:3]([C:4]([NH2:6])=[NH:5])[CH2:2]1.Cl.C(N(CC)CC)C.Cl[C:16](=[CH2:19])[C:17]#[N:18].